This data is from Full USPTO retrosynthesis dataset with 1.9M reactions from patents (1976-2016). The task is: Predict the reactants needed to synthesize the given product. The reactants are: [F:1][C:2]1[CH:7]=[CH:6][CH:5]=[C:4]([F:8])[C:3]=1[C:9]1[CH:10]=[C:11]2[C:15](=[CH:16][CH:17]=1)[NH:14][CH:13]=[C:12]2[C:18]1[N:23]=[C:22]([O:24][C@@H:25]2[CH2:30][CH2:29][CH2:28][N:27](C(OC(C)(C)C)=O)[CH2:26]2)[CH:21]=[N:20][CH:19]=1.C(O)(C(F)(F)F)=O. Given the product [F:1][C:2]1[CH:7]=[CH:6][CH:5]=[C:4]([F:8])[C:3]=1[C:9]1[CH:10]=[C:11]2[C:15](=[CH:16][CH:17]=1)[NH:14][CH:13]=[C:12]2[C:18]1[CH:19]=[N:20][CH:21]=[C:22]([O:24][C@@H:25]2[CH2:30][CH2:29][CH2:28][NH:27][CH2:26]2)[N:23]=1, predict the reactants needed to synthesize it.